This data is from Catalyst prediction with 721,799 reactions and 888 catalyst types from USPTO. The task is: Predict which catalyst facilitates the given reaction. (1) Reactant: [CH3:1][CH:2]([CH3:35])[C:3]([C:29]1[CH:34]=[CH:33][CH:32]=[CH:31][CH:30]=1)=[CH:4][C:5]1[N:6]=[CH:7][N:8]([C:10]([C:23]2[CH:28]=[CH:27][CH:26]=[CH:25][CH:24]=2)([C:17]2[CH:22]=[CH:21][CH:20]=[CH:19][CH:18]=2)[C:11]2[CH:16]=[CH:15][CH:14]=[CH:13][CH:12]=2)[CH:9]=1.C(Cl)Cl. Product: [CH3:1][CH:2]([CH3:35])[CH:3]([C:29]1[CH:30]=[CH:31][CH:32]=[CH:33][CH:34]=1)[CH2:4][C:5]1[N:6]=[CH:7][N:8]([C:10]([C:17]2[CH:18]=[CH:19][CH:20]=[CH:21][CH:22]=2)([C:11]2[CH:12]=[CH:13][CH:14]=[CH:15][CH:16]=2)[C:23]2[CH:28]=[CH:27][CH:26]=[CH:25][CH:24]=2)[CH:9]=1. The catalyst class is: 19. (2) Reactant: [CH3:1][C:2]1[C:11]([CH3:12])=[C:10]([OH:13])[C:9]2[C:4](=[CH:5][CH:6]=[CH:7][CH:8]=2)[N:3]=1.[Si:14](Cl)([C:17]([CH3:20])([CH3:19])[CH3:18])([CH3:16])[CH3:15].N1C=CN=C1. Product: [CH3:1][C:2]1[C:11]([CH3:12])=[C:10]([O:13][Si:14]([C:17]([CH3:20])([CH3:19])[CH3:18])([CH3:16])[CH3:15])[C:9]2[C:4](=[CH:5][CH:6]=[CH:7][CH:8]=2)[N:3]=1. The catalyst class is: 3.